This data is from Full USPTO retrosynthesis dataset with 1.9M reactions from patents (1976-2016). The task is: Predict the reactants needed to synthesize the given product. (1) Given the product [NH2:1][C:2]1[C:3]([C:9]([NH:27][C@H:22]2[CH2:23][CH2:24][CH2:25][NH:26][CH2:21]2)=[O:11])=[N:4][C:5]([C:73]2[CH:72]=[CH:71][CH:70]=[C:69]([C:66]([NH:87][CH2:86][C:85]3[CH:88]=[CH:89][CH:90]=[CH:91][C:84]=3[C:78]3[CH:83]=[CH:82][CH:81]=[CH:80][CH:79]=3)=[O:68])[CH:74]=2)=[CH:6][N:7]=1, predict the reactants needed to synthesize it. The reactants are: [NH2:1][C:2]1[C:3]([C:9]([OH:11])=O)=[N:4][C:5](Br)=[CH:6][N:7]=1.CN(C(ON1N=[N:27][C:22]2[CH:23]=[CH:24][CH:25]=[N:26][C:21]1=2)=[N+](C)C)C.F[P-](F)(F)(F)(F)F.C(N(CC)C(C)C)(C)C.N[C@H]1CCCN(C(OC(C)(C)C)=O)C1.C(N(CC)CC)C.[C:66]([C:69]1[CH:70]=[C:71](B(O)O)[CH:72]=[CH:73][CH:74]=1)([OH:68])=O.[C:78]1([C:84]2[CH:91]=[CH:90][CH:89]=[CH:88][C:85]=2[CH2:86][NH2:87])[CH:83]=[CH:82][CH:81]=[CH:80][CH:79]=1.Cl. (2) Given the product [C:14]([O:17][CH:6]1[C:5]2[N:4]=[CH:3][C:2]([CH3:1])=[CH:11][C:10]=2[CH2:9][CH2:8][CH2:7]1)(=[O:16])[CH3:15], predict the reactants needed to synthesize it. The reactants are: [CH3:1][C:2]1[CH:3]=[N:4][C:5]2[CH2:6][CH2:7][CH2:8][CH2:9][C:10]=2[CH:11]=1.OO.[C:14]([OH:17])(=[O:16])[CH3:15]. (3) The reactants are: [CH3:1][C:2]1[CH:11]=[CH:10][C:9]2[C:4](=[C:5]([N:13]3[C:17]([CH3:18])=[N:16][N:15]=[C:14]3[SH:19])[CH:6]=[CH:7][C:8]=2[CH3:12])[N:3]=1.[Cl:20][C:21]1[C:26]([NH:27][C:28](=[O:31])[CH2:29]Cl)=[CH:25][CH:24]=[CH:23][N:22]=1.C(=O)([O-])[O-].[K+].[K+].O. Given the product [Cl:20][C:21]1[C:26]([NH:27][C:28](=[O:31])[CH2:29][S:19][C:14]2[N:13]([C:5]3[CH:6]=[CH:7][C:8]([CH3:12])=[C:9]4[C:4]=3[N:3]=[C:2]([CH3:1])[CH:11]=[CH:10]4)[C:17]([CH3:18])=[N:16][N:15]=2)=[CH:25][CH:24]=[CH:23][N:22]=1, predict the reactants needed to synthesize it. (4) Given the product [CH3:27][C:8]1[C:9]([C:19]([CH3:21])([CH3:20])[CH3:22])=[CH:10][C:11]2[C:12]3[C:4](=[CH:3][C:39]([CH3:40])=[C:14]([C:15]([CH3:16])([CH3:18])[CH3:17])[CH:13]=3)[CH2:5][C:6]=2[CH:7]=1, predict the reactants needed to synthesize it. The reactants are: BrC1[C:14]([C:15]([CH3:18])([CH3:17])[CH3:16])=[CH:13][C:12]2[C:11]3[C:6](=[CH:7][C:8](Br)=[C:9]([C:19]([CH3:22])([CH3:21])[CH3:20])[CH:10]=3)[CH2:5][C:4]=2[CH:3]=1.C(Cl)Cl.[C:27](OC)(C)(C)C.C[Mg]Br.CCO[CH2:39][CH3:40]. (5) Given the product [CH3:25][O:24][C:21]1[CH:22]=[C:23]2[C:18](=[CH:19][C:20]=1[O:26][CH3:27])[N:17]=[CH:16][N:15]=[C:14]2[N:9]1[CH2:10][CH2:11][O:12][CH:7]([C:1]2[CH:2]=[CH:3][CH:4]=[CH:5][CH:6]=2)[CH2:8]1, predict the reactants needed to synthesize it. The reactants are: [C:1]1([CH:7]2[O:12][CH2:11][CH2:10][NH:9][CH2:8]2)[CH:6]=[CH:5][CH:4]=[CH:3][CH:2]=1.Cl[C:14]1[C:23]2[C:18](=[CH:19][C:20]([O:26][CH3:27])=[C:21]([O:24][CH3:25])[CH:22]=2)[N:17]=[CH:16][N:15]=1. (6) Given the product [C:16]([O:15][C:14]([N:13]([CH3:21])[C:11]([C:10]1[C:9]([C:22]2[CH:27]=[CH:26][C:25]([F:28])=[CH:24][CH:23]=2)=[N:8][N:5]2[CH:6]=[CH:7][C:2]([C:32]3[CH:33]=[C:34]([CH:38]=[CH:39][C:31]=3[CH3:30])[C:35]([OH:37])=[O:36])=[C:3]([F:29])[C:4]=12)=[O:12])=[O:20])([CH3:19])([CH3:18])[CH3:17], predict the reactants needed to synthesize it. The reactants are: Cl[C:2]1[CH:7]=[CH:6][N:5]2[N:8]=[C:9]([C:22]3[CH:27]=[CH:26][C:25]([F:28])=[CH:24][CH:23]=3)[C:10]([C:11]([N:13]([CH3:21])[C:14](=[O:20])[O:15][C:16]([CH3:19])([CH3:18])[CH3:17])=[O:12])=[C:4]2[C:3]=1[F:29].[CH3:30][C:31]1[CH:39]=[CH:38][C:34]([C:35]([OH:37])=[O:36])=[CH:33][C:32]=1B1OC(C)(C)C(C)(C)O1.C(=O)([O-])[O-].[Na+].[Na+].O1CCOCC1. (7) Given the product [CH2:23]([N:8]([C:3]1[C:2]([CH3:1])=[CH:7][CH:6]=[CH:5][N:4]=1)[S:9]([C:12]1[CH:21]=[CH:20][C:15]([C:16]([O:18][CH3:19])=[O:17])=[CH:14][CH:13]=1)(=[O:11])=[O:10])[C:24]1[CH:29]=[CH:28][CH:27]=[CH:26][CH:25]=1, predict the reactants needed to synthesize it. The reactants are: [CH3:1][C:2]1[C:3]([NH:8][S:9]([C:12]2[CH:21]=[CH:20][C:15]([C:16]([O:18][CH3:19])=[O:17])=[CH:14][CH:13]=2)(=[O:11])=[O:10])=[N:4][CH:5]=[CH:6][CH:7]=1.Br[CH2:23][C:24]1[CH:29]=[CH:28][CH:27]=[CH:26][CH:25]=1. (8) Given the product [CH3:22][O:21][C:18]1[CH:17]=[CH:16][C:15]([N:14]2[C:13]3[CH:23]=[CH:24][CH:25]=[CH:26][C:12]=3[N:11]=[C:10]2[C:7]2[CH:6]=[CH:5][C:4]([C:3]([OH:27])=[O:2])=[CH:9][CH:8]=2)=[CH:20][CH:19]=1, predict the reactants needed to synthesize it. The reactants are: C[O:2][C:3](=[O:27])[C:4]1[CH:9]=[CH:8][C:7]([C:10]2[N:14]([C:15]3[CH:20]=[CH:19][C:18]([O:21][CH3:22])=[CH:17][CH:16]=3)[C:13]3[CH:23]=[CH:24][CH:25]=[CH:26][C:12]=3[N:11]=2)=[CH:6][CH:5]=1.C1COCC1.CO.[OH-].[Na+]. (9) Given the product [Cl:1][C:2]1[CH:3]=[C:4]([NH:12][C:18](=[O:19])[O:17][C:14]([CH3:16])([CH3:15])[CH3:13])[C:5]2[N:6]([C:8]([CH3:11])=[N:9][N:10]=2)[N:7]=1, predict the reactants needed to synthesize it. The reactants are: [Cl:1][C:2]1[CH:3]=[C:4]([NH2:12])[C:5]2[N:6]([C:8]([CH3:11])=[N:9][N:10]=2)[N:7]=1.[CH3:13][C:14]([O:17][C:18](O[C:18]([O:17][C:14]([CH3:16])([CH3:15])[CH3:13])=[O:19])=[O:19])([CH3:16])[CH3:15]. (10) The reactants are: Cl[C:2]1[N:10]=[C:9](Cl)[CH:8]=[CH:7][C:3]=1[C:4]([NH2:6])=[O:5].[O:12]([C:19]1[CH:24]=[CH:23][C:22]([OH:25])=[CH:21][CH:20]=1)[C:13]1[CH:18]=[CH:17][CH:16]=[CH:15][CH:14]=1.[C@H:26]12[CH2:32][C@H:29]([NH:30][CH2:31]1)[CH2:28][N:27]2[C:33]([O:35]C(C)(C)C)=O.[C:40](O)(=O)[CH:41]=C. Given the product [C:33]([N:27]1[CH2:28][C@@H:29]2[CH2:32][C@H:26]1[CH2:31][N:30]2[C:9]1[CH:8]=[CH:7][C:3]([C:4]([NH2:6])=[O:5])=[C:2]([O:25][C:22]2[CH:21]=[CH:20][C:19]([O:12][C:13]3[CH:18]=[CH:17][CH:16]=[CH:15][CH:14]=3)=[CH:24][CH:23]=2)[N:10]=1)(=[O:35])[CH:40]=[CH2:41], predict the reactants needed to synthesize it.